From a dataset of Catalyst prediction with 721,799 reactions and 888 catalyst types from USPTO. Predict which catalyst facilitates the given reaction. (1) Reactant: [CH2:1]([N:8]([CH3:24])[C:9]1[C:14]2[CH2:15][O:16][C:17]([CH3:20])([CH3:19])[CH2:18][C:13]=2[C:12]([C:21]#[N:22])=[C:11]([OH:23])[N:10]=1)[C:2]1[CH:7]=[CH:6][CH:5]=[CH:4][CH:3]=1.C(=O)([O-])[O-].[K+].[K+].Br[CH2:32][C:33]([O:35][CH2:36][CH3:37])=[O:34]. Product: [CH2:1]([N:8]([CH3:24])[C:9]1[N:10]=[C:11]([O:23][CH2:32][C:33]([O:35][CH2:36][CH3:37])=[O:34])[C:12]([C:21]#[N:22])=[C:13]2[CH2:18][C:17]([CH3:20])([CH3:19])[O:16][CH2:15][C:14]=12)[C:2]1[CH:3]=[CH:4][CH:5]=[CH:6][CH:7]=1. The catalyst class is: 21. (2) Reactant: Cl[C:2]([O:4][CH3:5])=[O:3].[CH3:6][CH2:7][O:8][C:9]([CH:11]1[CH2:15][CH2:14][CH:13]([CH2:16][NH:17][CH2:18][C:19]([O:21][C:22]([CH3:25])([CH3:24])[CH3:23])=[O:20])[N:12]1[C:26]([O:28][C:29]([CH3:32])([CH3:31])[CH3:30])=[O:27])=[O:10].CN1CCOCC1. Product: [CH3:6][CH2:7][O:8][C:9]([CH:11]1[CH2:15][CH2:14][CH:13]([CH2:16][N:17]([CH2:18][C:19]([O:21][C:22]([CH3:23])([CH3:24])[CH3:25])=[O:20])[C:2]([O:4][CH3:5])=[O:3])[N:12]1[C:26]([O:28][C:29]([CH3:31])([CH3:30])[CH3:32])=[O:27])=[O:10]. The catalyst class is: 4. (3) Reactant: [C:1]1([S:7][S:8][C:9]2[CH:14]=[CH:13][CH:12]=[CH:11][CH:10]=2)[CH:6]=[CH:5][CH:4]=[CH:3][CH:2]=1.Cl[S:16]([OH:19])(=[O:18])=[O:17]. Product: [C:12]1([S:16]([OH:19])(=[O:18])=[O:17])[CH:13]=[CH:14][C:9]([S:8][S:7][C:1]2[CH:2]=[CH:3][C:4]([S:16]([OH:19])(=[O:18])=[O:17])=[CH:5][CH:6]=2)=[CH:10][CH:11]=1. The catalyst class is: 4. (4) Reactant: C[O:2][C:3]1[CH:8]=[CH:7][C:6]([C:9]([CH3:15])([CH3:14])[C:10]([O:12]C)=[O:11])=[CH:5][CH:4]=1.B(Br)(Br)Br.O. Product: [OH:2][C:3]1[CH:4]=[CH:5][C:6]([C:9]([CH3:15])([CH3:14])[C:10]([OH:12])=[O:11])=[CH:7][CH:8]=1. The catalyst class is: 4. (5) Reactant: [S:1]1[C:5]2[CH2:6][CH:7]3[CH:12]([C:4]=2[CH:3]=[CH:2]1)[CH2:11][NH:10][CH2:9][CH2:8]3.C(N(CC)CC)C.Cl[C:21]([O:23][CH2:24][CH3:25])=[O:22]. Product: [CH2:24]([O:23][C:21]([N:10]1[CH2:11][CH:12]2[CH:7]([CH2:6][C:5]3[S:1][CH:2]=[CH:3][C:4]=32)[CH2:8][CH2:9]1)=[O:22])[CH3:25]. The catalyst class is: 2. (6) Product: [CH2:12]1[N:13]([CH2:16][CH2:17][C:18]2[CH:19]=[C:20]3[CH2:28][C:26]([NH:25][C:21]3=[CH:22][C:23]=2[Cl:24])=[O:27])[CH2:14][CH2:15][N:10]([C:7]2[C:5]3[C:4](=[CH:3][CH:2]=[CH:1][CH:6]=3)[S:9][N:8]=2)[CH2:11]1.[OH2:27].[ClH:29]. The catalyst class is: 6. Reactant: [CH:1]1[CH:2]=[CH:3][C:4]2[S:9][N:8]=[C:7]([N:10]3[CH2:15][CH2:14][N:13]([CH2:16][CH2:17][C:18]4[CH:19]=[C:20]5[CH2:28][C:26](=[O:27])[NH:25][C:21]5=[CH:22][C:23]=4[Cl:24])[CH2:12][CH2:11]3)[C:5]=2[CH:6]=1.[ClH:29]. (7) Reactant: [C:1]([OH:7])([C:3]([F:6])([F:5])[F:4])=[O:2].[Cl:8][C:9]1[S:13][C:12]([C:14]2[N:15]=[C:16]([CH3:37])[C:17]3[CH2:22][CH2:21][N:20]([C:23]4[CH:28]=[CH:27][C:26]([CH2:29][C:30]([O:32]C(C)(C)C)=[O:31])=[CH:25][CH:24]=4)[C:18]=3[N:19]=2)=[CH:11][CH:10]=1. Product: [Cl:8][C:9]1[S:13][C:12]([C:14]2[N:15]=[C:16]([CH3:37])[C:17]3[CH2:22][CH2:21][N:20]([C:23]4[CH:28]=[CH:27][C:26]([CH2:29][C:30]([OH:32])=[O:31])=[CH:25][CH:24]=4)[C:18]=3[N:19]=2)=[CH:11][CH:10]=1.[F:4][C:3]([F:6])([F:5])[C:1]([OH:7])=[O:2]. The catalyst class is: 2. (8) Reactant: [NH2:1][C:2]1[CH:7]=[CH:6][C:5]([S:8]([NH:11][C:12]2[S:13][C:14]([CH3:17])=[N:15][N:16]=2)(=[O:10])=[O:9])=[CH:4][CH:3]=1.[C:18](Cl)([CH3:20])=[O:19]. Product: [CH3:17][C:14]1[S:13][C:12]([NH:11][S:8]([C:5]2[CH:6]=[CH:7][C:2]([NH:1][C:18](=[O:19])[CH3:20])=[CH:3][CH:4]=2)(=[O:10])=[O:9])=[N:16][N:15]=1. The catalyst class is: 17. (9) The catalyst class is: 10. Product: [Br:1][C:2]1[CH:6]=[N:5][N:4]([CH3:7])[C:3]=1[C:8]1[CH:9]=[C:10]([NH:16][C:26]([NH:25][C:19]2[CH:20]=[CH:21][C:22]([F:24])=[CH:23][C:18]=2[F:17])=[O:27])[CH:11]=[CH:12][C:13]=1[O:14][CH3:15]. Reactant: [Br:1][C:2]1[CH:6]=[N:5][N:4]([CH3:7])[C:3]=1[C:8]1[CH:9]=[C:10]([NH2:16])[CH:11]=[CH:12][C:13]=1[O:14][CH3:15].[F:17][C:18]1[CH:23]=[C:22]([F:24])[CH:21]=[CH:20][C:19]=1[N:25]=[C:26]=[O:27].